Task: Regression. Given a peptide amino acid sequence and an MHC pseudo amino acid sequence, predict their binding affinity value. This is MHC class II binding data.. Dataset: Peptide-MHC class II binding affinity with 134,281 pairs from IEDB (1) The MHC is HLA-DPA10201-DPB10501 with pseudo-sequence HLA-DPA10201-DPB10501. The binding affinity (normalized) is 0.0463. The peptide sequence is NYLALLVKYVNGDGD. (2) The peptide sequence is EVVDYLGIPASARPV. The MHC is DRB1_1302 with pseudo-sequence DRB1_1302. The binding affinity (normalized) is 0.760.